From a dataset of Full USPTO retrosynthesis dataset with 1.9M reactions from patents (1976-2016). Predict the reactants needed to synthesize the given product. (1) Given the product [O:17]=[C:12]1[CH2:11][CH2:10][C:9]2[C:14](=[CH:15][CH:16]=[C:7]([C:1]3[CH:2]=[CH:3][CH:4]=[CH:5][CH:6]=3)[CH:8]=2)[CH:13]1[C:18]([O:19][CH2:20][CH3:21])=[O:22], predict the reactants needed to synthesize it. The reactants are: [C:1]1([C:7]2[CH:8]=[C:9]3[C:14](=[CH:15][CH:16]=2)[CH2:13][C:12](=[O:17])[CH2:11][CH2:10]3)[CH:6]=[CH:5][CH:4]=[CH:3][CH:2]=1.[C:18](=O)([O:22]CC)[O:19][CH2:20][CH3:21]. (2) Given the product [Cl:1][C:2]1[CH:3]=[C:4]([NH:10][C:11]2[N:16]=[C:15]([N:29]3[CH2:30][CH2:31][N:26]([CH2:24][CH3:25])[CH2:27][CH2:28]3)[CH:14]=[C:13]([C:18]3[CH:23]=[CH:22][CH:21]=[CH:20][CH:19]=3)[N:12]=2)[CH:5]=[CH:6][C:7]=1[O:8][CH3:9], predict the reactants needed to synthesize it. The reactants are: [Cl:1][C:2]1[CH:3]=[C:4]([NH:10][C:11]2[N:16]=[C:15](Cl)[CH:14]=[C:13]([C:18]3[CH:23]=[CH:22][CH:21]=[CH:20][CH:19]=3)[N:12]=2)[CH:5]=[CH:6][C:7]=1[O:8][CH3:9].[CH2:24]([N:26]1[CH2:31][CH2:30][NH:29][CH2:28][CH2:27]1)[CH3:25]. (3) Given the product [N:14]1[CH2:13][CH2:12][CH2:11][C:10]=1[C:4]1[C:5]([O:8][CH3:9])=[N:6][CH:7]=[C:2]([F:1])[CH:3]=1, predict the reactants needed to synthesize it. The reactants are: [F:1][C:2]1[CH:3]=[C:4]([C:10]#[C:11][CH2:12][CH2:13][NH2:14])[C:5]([O:8][CH3:9])=[N:6][CH:7]=1. (4) Given the product [O:1]1[C:10]2[C:5](=[CH:6][CH:7]=[C:8]([C:11]([OH:13])=[O:12])[CH:9]=2)[CH2:4][CH2:3][CH2:2]1, predict the reactants needed to synthesize it. The reactants are: [O:1]1[C:10]2[C:5](=[CH:6][CH:7]=[C:8]([C:11]([O:13]C)=[O:12])[CH:9]=2)[CH2:4][CH2:3][CH2:2]1.[OH-].[Na+]. (5) Given the product [CH3:15][N:13]([CH2:12][C:4]1[C:3]([O:2][CH3:1])=[CH:11][CH:10]=[C:9]2[C:5]=1[CH:6]=[CH:7][N:8]2[S:29]([C:24]1[CH:25]=[CH:26][CH:27]=[CH:28][C:23]=1[C:21]#[N:22])(=[O:31])=[O:30])[CH3:14], predict the reactants needed to synthesize it. The reactants are: [CH3:1][O:2][C:3]1[C:4]([CH2:12][N:13]([CH3:15])[CH3:14])=[C:5]2[C:9](=[CH:10][CH:11]=1)[NH:8][CH:7]=[CH:6]2.CN(C=O)C.[C:21]([C:23]1[CH:28]=[CH:27][CH:26]=[CH:25][C:24]=1[S:29](Cl)(=[O:31])=[O:30])#[N:22]. (6) The reactants are: [CH3:1][CH2:2]N(CC)CC.[C:8]([CH2:11][CH2:12][NH:13][C:14]([C:16]1[N:21]=[CH:20][C:19]([C:22]2[CH:30]=[C:29]([Cl:31])[CH:28]=[CH:27][C:23]=2[C:24]([OH:26])=O)=[CH:18][CH:17]=1)=[O:15])([OH:10])=[O:9].[Cl:32][C:33]1[CH:38]=[CH:37][C:36]([C:39]2[CH:44]=[CH:43][C:42]([NH2:45])=[CH:41][CH:40]=2)=[C:35]([CH3:46])[CH:34]=1.CCN=C=NCCCN(C)C. Given the product [Cl:31][C:29]1[CH:28]=[CH:27][C:23]([C:24](=[O:26])[NH:45][C:42]2[CH:43]=[CH:44][C:39]([C:36]3[CH:37]=[CH:38][C:33]([Cl:32])=[CH:34][C:35]=3[CH3:46])=[CH:40][CH:41]=2)=[C:22]([C:19]2[CH:18]=[CH:17][C:16]([C:14]([NH:13][CH2:12][CH2:11][C:8]([O:10][CH2:1][CH3:2])=[O:9])=[O:15])=[N:21][CH:20]=2)[CH:30]=1, predict the reactants needed to synthesize it. (7) Given the product [Br:1][C:2]1[S:6][C:5]([CH:7]([C@H:11]2[CH2:12][CH2:13][C@H:14]([C:17]([O:19][CH2:20][CH3:21])=[O:18])[CH2:15][CH2:16]2)[CH2:8][CH:9]([OH:26])[CH2:10][OH:35])=[N:4][CH:3]=1, predict the reactants needed to synthesize it. The reactants are: [Br:1][C:2]1[S:6][C:5]([CH:7]([C@H:11]2[CH2:16][CH2:15][C@H:14]([C:17]([O:19][CH2:20][CH3:21])=[O:18])[CH2:13][CH2:12]2)[CH2:8][CH:9]=[CH2:10])=[N:4][CH:3]=1.C[N+]1([O-])CC[O:26]CC1.C1COCC1.[OH2:35]. (8) The reactants are: Br[C:2]1[CH:3]=[CH:4][CH:5]=[C:6]([C:8]([F:11])([F:10])[F:9])[CH:7]=1.C([Li])CCC.CON(C)[C:20]([C@@H:22]1[CH2:27][CH2:26][CH2:25][CH2:24][N:23]1[C:28]([O:30][C:31]([CH3:34])([CH3:33])[CH3:32])=[O:29])=[O:21].C([O-])(O)=O.[Na+]. Given the product [F:9][C:8]([F:11])([F:10])[C:6]1[CH:7]=[C:2]([CH:3]=[CH:4][CH:5]=1)[C:20]([C@@H:22]1[CH2:27][CH2:26][CH2:25][CH2:24][N:23]1[C:28]([O:30][C:31]([CH3:34])([CH3:33])[CH3:32])=[O:29])=[O:21], predict the reactants needed to synthesize it. (9) Given the product [F:1][C:2]1[CH:8]=[CH:7][C:5]([NH:6][CH:10]([C:16]2[CH:21]=[CH:20][CH:19]=[CH:18][CH:17]=2)[C:11]([O:13][CH2:14][CH3:15])=[O:12])=[CH:4][CH:3]=1, predict the reactants needed to synthesize it. The reactants are: [F:1][C:2]1[CH:8]=[CH:7][C:5]([NH2:6])=[CH:4][CH:3]=1.Br[CH:10]([C:16]1[CH:21]=[CH:20][CH:19]=[CH:18][CH:17]=1)[C:11]([O:13][CH2:14][CH3:15])=[O:12]. (10) Given the product [ClH:21].[Cl:21][C:22]1[CH:23]=[C:24]2[C:28](=[CH:29][CH:30]=1)[NH:27][C:26]([C:31]([NH:20][C@H:13]([C:14]1[CH:15]=[CH:16][CH:17]=[CH:18][CH:19]=1)[CH2:12][O:11][CH2:10][CH:7]1[CH2:6][CH2:5][N:4]([CH:1]([CH3:3])[CH3:2])[CH2:9][CH2:8]1)=[O:32])=[CH:25]2, predict the reactants needed to synthesize it. The reactants are: [CH:1]([N:4]1[CH2:9][CH2:8][CH:7]([CH2:10][O:11][CH2:12][C@H:13]([NH2:20])[C:14]2[CH:19]=[CH:18][CH:17]=[CH:16][CH:15]=2)[CH2:6][CH2:5]1)([CH3:3])[CH3:2].[Cl:21][C:22]1[CH:23]=[C:24]2[C:28](=[CH:29][CH:30]=1)[NH:27][C:26]([C:31](O)=[O:32])=[CH:25]2.